Dataset: Forward reaction prediction with 1.9M reactions from USPTO patents (1976-2016). Task: Predict the product of the given reaction. Given the reactants [F:1][C:2]([F:7])([F:6])[C:3]([OH:5])=[O:4].[OH:8][C:9]1[CH:17]=[CH:16][C:15]([C:18](=[NH:24])[N:19]2[CH2:23][CH2:22][CH2:21][CH2:20]2)=[CH:14][C:10]=1[C:11]([OH:13])=[O:12].[N+](=[CH2:27])=[N-].C(OCC)C, predict the reaction product. The product is: [F:1][C:2]([F:7])([F:6])[C:3]([OH:5])=[O:4].[OH:8][C:9]1[CH:17]=[CH:16][C:15]([C:18](=[NH:24])[N:19]2[CH2:20][CH2:21][CH2:22][CH2:23]2)=[CH:14][C:10]=1[C:11]([O:13][CH3:27])=[O:12].